From a dataset of Full USPTO retrosynthesis dataset with 1.9M reactions from patents (1976-2016). Predict the reactants needed to synthesize the given product. (1) Given the product [F:31][C:20]1[CH:21]=[C:22]2[C:27](=[C:18]([CH2:17][CH2:16][N:13]3[CH2:12][CH2:11][N:10]([C:3]4[C:4]5[CH:9]=[CH:8][CH:7]=[CH:6][C:5]=5[S:1](=[O:39])[N:2]=4)[CH2:15][CH2:14]3)[CH:19]=1)[NH:26][C:25](=[O:28])[CH2:24][C:23]2([CH3:29])[CH3:30], predict the reactants needed to synthesize it. The reactants are: [S:1]1[C:5]2[CH:6]=[CH:7][CH:8]=[CH:9][C:4]=2[C:3]([N:10]2[CH2:15][CH2:14][N:13]([CH2:16][CH2:17][C:18]3[CH:19]=[C:20]([F:31])[CH:21]=[C:22]4[C:27]=3[NH:26][C:25](=[O:28])[CH2:24][C:23]4([CH3:30])[CH3:29])[CH2:12][CH2:11]2)=[N:2]1.C1(S(N2C(C3C=CC=CC=3)O2)(=O)=[O:39])C=CC=CC=1. (2) Given the product [O:1]1[CH:5]=[CH:4][C:3]([C:6]2[N:19]=[C:8]([C:11]3[CH:16]=[CH:15][CH:14]=[C:13]([O:17][CH3:18])[CH:12]=3)[NH:9][N:10]=2)=[CH:2]1, predict the reactants needed to synthesize it. The reactants are: [O:1]1[CH:5]=[CH:4][C:3]([C:6]2O[C:8]([C:11]3[CH:16]=[CH:15][CH:14]=[C:13]([O:17][CH3:18])[CH:12]=3)=[N:9][N:10]=2)=[CH:2]1.[NH2:19]C(N)=S.C(=O)([O-])O.[Na+].